Dataset: NCI-60 drug combinations with 297,098 pairs across 59 cell lines. Task: Regression. Given two drug SMILES strings and cell line genomic features, predict the synergy score measuring deviation from expected non-interaction effect. (1) Drug 1: C1=CC(=CC=C1C#N)C(C2=CC=C(C=C2)C#N)N3C=NC=N3. Drug 2: CS(=O)(=O)OCCCCOS(=O)(=O)C. Cell line: SF-268. Synergy scores: CSS=0.303, Synergy_ZIP=7.41, Synergy_Bliss=9.87, Synergy_Loewe=1.68, Synergy_HSA=0.203. (2) Drug 1: CN(C)N=NC1=C(NC=N1)C(=O)N. Drug 2: C1=C(C(=O)NC(=O)N1)N(CCCl)CCCl. Cell line: MDA-MB-435. Synergy scores: CSS=6.90, Synergy_ZIP=0.817, Synergy_Bliss=2.98, Synergy_Loewe=-4.91, Synergy_HSA=-1.55. (3) Drug 1: CS(=O)(=O)CCNCC1=CC=C(O1)C2=CC3=C(C=C2)N=CN=C3NC4=CC(=C(C=C4)OCC5=CC(=CC=C5)F)Cl. Drug 2: CN1C=C(C=N1)C2=C3N=C(C(=C(N3N=C2)N)Br)C4CCCNC4. Cell line: SK-OV-3. Synergy scores: CSS=46.3, Synergy_ZIP=-0.320, Synergy_Bliss=-0.170, Synergy_Loewe=2.10, Synergy_HSA=4.35. (4) Drug 1: CC1OCC2C(O1)C(C(C(O2)OC3C4COC(=O)C4C(C5=CC6=C(C=C35)OCO6)C7=CC(=C(C(=C7)OC)O)OC)O)O. Drug 2: C1=CC(=CC=C1CC(C(=O)O)N)N(CCCl)CCCl.Cl. Cell line: NCI-H460. Synergy scores: CSS=60.4, Synergy_ZIP=6.70, Synergy_Bliss=7.31, Synergy_Loewe=3.50, Synergy_HSA=10.6. (5) Drug 2: CCCCC(=O)OCC(=O)C1(CC(C2=C(C1)C(=C3C(=C2O)C(=O)C4=C(C3=O)C=CC=C4OC)O)OC5CC(C(C(O5)C)O)NC(=O)C(F)(F)F)O. Cell line: HCT-15. Drug 1: C1=CC(=CC=C1C#N)C(C2=CC=C(C=C2)C#N)N3C=NC=N3. Synergy scores: CSS=48.1, Synergy_ZIP=1.99, Synergy_Bliss=0.584, Synergy_Loewe=-0.485, Synergy_HSA=-0.189. (6) Drug 1: CN1C(=O)N2C=NC(=C2N=N1)C(=O)N. Drug 2: CC1C(C(CC(O1)OC2CC(CC3=C2C(=C4C(=C3O)C(=O)C5=CC=CC=C5C4=O)O)(C(=O)C)O)N)O. Cell line: T-47D. Synergy scores: CSS=30.7, Synergy_ZIP=-4.28, Synergy_Bliss=-5.60, Synergy_Loewe=-7.56, Synergy_HSA=-2.67.